From a dataset of Full USPTO retrosynthesis dataset with 1.9M reactions from patents (1976-2016). Predict the reactants needed to synthesize the given product. (1) Given the product [CH2:14]([C:2]1[CH:11]=[CH:10][C:5]2[C:6](=[O:9])[O:7][CH2:8][C:4]=2[CH:3]=1)[CH:13]=[CH2:12], predict the reactants needed to synthesize it. The reactants are: Br[C:2]1[CH:11]=[CH:10][C:5]2[C:6](=[O:9])[O:7][CH2:8][C:4]=2[CH:3]=1.[CH2:12]([Sn](CCCC)(CCCC)CCCC)[CH:13]=[CH2:14].[Cl-].[Li+]. (2) Given the product [Cl:35][C:29]1[CH:30]=[CH:31][C:32]2[C:33](=[O:34])[C:24]3[C:22](=[O:23])[N:9]([CH2:10][C:11]4[CH:16]=[CH:15][C:14]([C:17]5[O:18][CH:19]=[N:20][N:21]=5)=[CH:13][CH:12]=4)[N:8]=[C:36]([OH:37])[C:25]=3[NH:26][C:27]=2[CH:28]=1, predict the reactants needed to synthesize it. The reactants are: C(OC([NH:8][N:9]([C:22]([C:24]1[C:33](=[O:34])[C:32]2[C:27](=[CH:28][C:29]([Cl:35])=[CH:30][CH:31]=2)[NH:26][C:25]=1[C:36](N1CCCC1)=[O:37])=[O:23])[CH2:10][C:11]1[CH:16]=[CH:15][C:14]([C:17]2[O:18][CH:19]=[N:20][N:21]=2)=[CH:13][CH:12]=1)=O)(C)(C)C.CS(O)(=O)=O. (3) Given the product [CH3:5][NH:23][CH2:21][CH:19]([C:10]1[CH:11]=[CH:12][C:13]2[C:18](=[CH:17][CH:16]=[CH:15][CH:14]=2)[N:9]=1)[OH:20], predict the reactants needed to synthesize it. The reactants are: [OH-].[K+].O.[I-].[CH3:5][S+](C)C.[N:9]1[C:18]2[C:13](=[CH:14][CH:15]=[CH:16][CH:17]=2)[CH:12]=[CH:11][C:10]=1[CH:19]=[O:20].[C:21](#[N:23])C.